From a dataset of Catalyst prediction with 721,799 reactions and 888 catalyst types from USPTO. Predict which catalyst facilitates the given reaction. (1) Reactant: [CH3:1][O:2][C:3]1[CH:4]=[C:5]2[C:10](=[CH:11][C:12]=1[O:13][CH3:14])[N:9]=[CH:8][CH:7]=[C:6]2[O:15][C:16]1[C:22]([CH3:23])=[CH:21][C:19]([NH2:20])=[C:18]([CH3:24])[CH:17]=1.ClC(Cl)(O[C:29](=[O:35])[O:30][C:31](Cl)(Cl)Cl)Cl.[Cl:37][C:38]1[CH:43]=[CH:42][C:41](CO)=[CH:40][CH:39]=1.C(=O)(O)[O-].[Na+]. Product: [CH3:1][O:2][C:3]1[CH:4]=[C:5]2[C:10](=[CH:11][C:12]=1[O:13][CH3:14])[N:9]=[CH:8][CH:7]=[C:6]2[O:15][C:16]1[C:22]([CH3:23])=[CH:21][C:19]([NH:20][C:29](=[O:35])[O:30][CH2:31][C:41]2[CH:42]=[CH:43][C:38]([Cl:37])=[CH:39][CH:40]=2)=[C:18]([CH3:24])[CH:17]=1. The catalyst class is: 208. (2) Product: [F:42][C:40]1[CH:39]=[CH:38][C:36]2[N:37]=[C:33]([NH:2][C@H:3]3[CH2:7][CH2:6][CH2:5][C@@H:4]3[NH:8][C:9](=[O:22])[C:10]3[CH:15]=[CH:14][CH:13]=[CH:12][C:11]=3[C:16]3[O:20][N:19]=[C:18]([CH3:21])[N:17]=3)[O:34][C:35]=2[CH:41]=1. Reactant: Cl.[NH2:2][C@H:3]1[CH2:7][CH2:6][CH2:5][C@@H:4]1[NH:8][C:9](=[O:22])[C:10]1[CH:15]=[CH:14][CH:13]=[CH:12][C:11]=1[C:16]1[O:20][N:19]=[C:18]([CH3:21])[N:17]=1.CCN(C(C)C)C(C)C.Cl[C:33]1[O:34][C:35]2[CH:41]=[C:40]([F:42])[CH:39]=[CH:38][C:36]=2[N:37]=1. The catalyst class is: 16.